This data is from Forward reaction prediction with 1.9M reactions from USPTO patents (1976-2016). The task is: Predict the product of the given reaction. (1) Given the reactants [H-].[Na+].[OH:3][C@@H:4]1[CH2:8][CH2:7][CH2:6][C@H:5]1[O:9][C:10]1[C:15]2[C:16]([O:19][CH2:20][CH:21]3[CH2:26][CH2:25][N:24]([C:27]([O:29][C:30]([CH3:33])([CH3:32])[CH3:31])=[O:28])[CH2:23][CH2:22]3)=[N:17][O:18][C:14]=2[CH:13]=[CH:12][CH:11]=1.[CH3:34]I.O, predict the reaction product. The product is: [CH3:34][O:3][C@@H:4]1[CH2:8][CH2:7][CH2:6][C@H:5]1[O:9][C:10]1[C:15]2[C:16]([O:19][CH2:20][CH:21]3[CH2:26][CH2:25][N:24]([C:27]([O:29][C:30]([CH3:33])([CH3:32])[CH3:31])=[O:28])[CH2:23][CH2:22]3)=[N:17][O:18][C:14]=2[CH:13]=[CH:12][CH:11]=1. (2) Given the reactants [N:1]1([CH2:6][C:7]2[CH:12]=[CH:11][C:10]([C:13]3[CH:17]=[C:16]([CH2:18][CH:19]([CH3:21])[CH3:20])[S:15][C:14]=3[S:22]([NH2:25])(=[O:24])=[O:23])=[CH:9][CH:8]=2)[CH:5]=[N:4][CH:3]=[N:2]1.Cl[C:27]([O:29][CH2:30][CH2:31][CH2:32][CH3:33])=[O:28], predict the reaction product. The product is: [CH2:30]([O:29][C:27]([NH:25][S:22]([C:14]1[S:15][C:16]([CH2:18][CH:19]([CH3:21])[CH3:20])=[CH:17][C:13]=1[C:10]1[CH:11]=[CH:12][C:7]([CH2:6][N:1]2[CH:5]=[N:4][CH:3]=[N:2]2)=[CH:8][CH:9]=1)(=[O:23])=[O:24])=[O:28])[CH2:31][CH2:32][CH3:33]. (3) Given the reactants [Cl:1][C:2]1[CH:7]=[CH:6][C:5]([CH:8]=[O:9])=[CH:4][C:3]=1[S:10]([NH2:13])(=[O:12])=[O:11].CO[CH:16](OC)[N:17]([CH3:19])[CH3:18], predict the reaction product. The product is: [Cl:1][C:2]1[CH:7]=[CH:6][C:5]([CH:8]=[O:9])=[CH:4][C:3]=1[S:10]([N:13]=[CH:16][N:17]([CH3:19])[CH3:18])(=[O:12])=[O:11]. (4) Given the reactants [Cl:1][C:2]1[CH:3]=[CH:4][C:5]([N:20]2[C:24]([Cl:25])=[C:23]([Cl:26])[N:22]=[CH:21]2)=[C:6]([C:8]([C:10]2[CH:15]=[CH:14][CH:13]=[C:12]([O:16][CH3:17])[C:11]=2[O:18][CH3:19])=[O:9])[CH:7]=1.C=O.[C:29](OCC)(=[O:31])C, predict the reaction product. The product is: [Cl:26][C:23]1[N:22]=[C:21]([CH:29]=[O:31])[N:20]([C:5]2[CH:4]=[CH:3][C:2]([Cl:1])=[CH:7][C:6]=2[C:8](=[O:9])[C:10]2[CH:15]=[CH:14][CH:13]=[C:12]([O:16][CH3:17])[C:11]=2[O:18][CH3:19])[C:24]=1[Cl:25]. (5) Given the reactants [OH:1][C:2]1[CH:7]=[CH:6][C:5]([CH2:8][CH2:9][CH2:10][C:11]([O:13]C)=O)=[CH:4][CH:3]=1.O.[NH2:16][NH2:17], predict the reaction product. The product is: [OH:1][C:2]1[CH:7]=[CH:6][C:5]([CH2:8][CH2:9][CH2:10][C:11]([NH:16][NH2:17])=[O:13])=[CH:4][CH:3]=1. (6) Given the reactants Br[C:2]1[CH:7]=[CH:6][C:5]([O:8][CH2:9][CH3:10])=[CH:4][CH:3]=1.[Mg].[CH:12]([C:14]1[CH:24]=[CH:23][C:17]([C:18]([O:20][CH2:21][CH3:22])=[O:19])=[CH:16][C:15]=1[OH:25])=[O:13].Cl, predict the reaction product. The product is: [CH2:9]([O:8][C:5]1[CH:6]=[CH:7][C:2]([CH:12]([OH:13])[C:14]2[CH:24]=[CH:23][C:17]([C:18]([O:20][CH2:21][CH3:22])=[O:19])=[CH:16][C:15]=2[OH:25])=[CH:3][CH:4]=1)[CH3:10]. (7) Given the reactants [C:1]([O:5][C:6]([N:8]1[C@H:13]([C:14]([OH:16])=[O:15])[CH2:12][C@@H:11]2[C@H:9]1[CH2:10]2)=[O:7])([CH3:4])([CH3:3])[CH3:2].C([O-])([O-])=O.[Cs+].[Cs+].[CH2:23](Br)[C:24]1[CH:29]=[CH:28][CH:27]=[CH:26][CH:25]=1, predict the reaction product. The product is: [C:1]([O:5][C:6]([N:8]1[C@H:13]([C:14]([O:16][CH2:23][C:24]2[CH:29]=[CH:28][CH:27]=[CH:26][CH:25]=2)=[O:15])[CH2:12][C@@H:11]2[C@H:9]1[CH2:10]2)=[O:7])([CH3:4])([CH3:2])[CH3:3]. (8) Given the reactants C([SnH](CCCC)CCCC)CCC.N(C(C)(C)C#N)=NC(C)(C)C#N.Br[CH2:27][CH2:28][C:29]([N:31]1[CH:36]=[CH:35][C:34](=[O:37])[CH2:33][CH:32]1[C:38]1[CH:43]=[CH:42][C:41]([F:44])=[CH:40][CH:39]=1)=[O:30].O, predict the reaction product. The product is: [F:44][C:41]1[CH:42]=[CH:43][C:38]([CH:32]2[CH2:33][C:34](=[O:37])[CH2:35][CH:36]3[N:31]2[C:29](=[O:30])[CH2:28][CH2:27]3)=[CH:39][CH:40]=1. (9) The product is: [NH2:39][C:40]1[C:58]([CH3:59])=[CH:57][C:43]([O:44][C:45]2[CH:46]=[CH:47][C:48]3[N:52]=[C:51]([CH2:53][O:54][C:62]4[CH:63]=[N:64][CH:65]=[C:66]([CH:71]=4)[C:67]([O:69][CH3:70])=[O:68])[N:50]([CH3:55])[C:49]=3[CH:56]=2)=[CH:42][C:41]=1[CH3:60]. Given the reactants C(P(CCCC)CCCC)CCC.N(C(N1CCCCC1)=O)=NC(N1CCCCC1)=O.C(OC([NH:39][C:40]1[C:58]([CH3:59])=[CH:57][C:43]([O:44][C:45]2[CH:46]=[CH:47][C:48]3[N:52]=[C:51]([CH2:53][OH:54])[N:50]([CH3:55])[C:49]=3[CH:56]=2)=[CH:42][C:41]=1[CH3:60])=O)(C)(C)C.O[C:62]1[CH:63]=[N:64][CH:65]=[C:66]([CH:71]=1)[C:67]([O:69][CH3:70])=[O:68], predict the reaction product. (10) Given the reactants [OH:1][C:2]1[C:9]([N+:10]([O-:12])=[O:11])=[CH:8][CH:7]=[CH:6][C:3]=1[CH:4]=[O:5].C(=O)([O-])[O-].[K+].[K+].Cl[CH2:20][C:21]1[CH:26]=[CH:25][C:24]([O:27][CH3:28])=[CH:23][CH:22]=1, predict the reaction product. The product is: [CH3:28][O:27][C:24]1[CH:25]=[CH:26][C:21]([CH2:20][O:1][C:2]2[C:9]([N+:10]([O-:12])=[O:11])=[CH:8][CH:7]=[CH:6][C:3]=2[CH:4]=[O:5])=[CH:22][CH:23]=1.